From a dataset of Peptide-MHC class I binding affinity with 185,985 pairs from IEDB/IMGT. Regression. Given a peptide amino acid sequence and an MHC pseudo amino acid sequence, predict their binding affinity value. This is MHC class I binding data. (1) The peptide sequence is RTRLYDYFT. The MHC is HLA-A02:01 with pseudo-sequence HLA-A02:01. The binding affinity (normalized) is 0.000879. (2) The peptide sequence is RARIKTRLF. The MHC is HLA-B46:01 with pseudo-sequence HLA-B46:01. The binding affinity (normalized) is 0.0847. (3) The peptide sequence is CHATLTHRL. The MHC is HLA-B27:05 with pseudo-sequence HLA-B27:05. The binding affinity (normalized) is 0.0847.